This data is from Catalyst prediction with 721,799 reactions and 888 catalyst types from USPTO. The task is: Predict which catalyst facilitates the given reaction. (1) Reactant: [CH3:1][O:2][C:3]1[CH:8]=[CH:7][C:6]([C:9]2[CH:14]=[CH:13][C:12]([C:15]([O:17]C)=[O:16])=[CH:11][C:10]=2[CH3:19])=[CH:5][C:4]=1[C:20]1[CH:25]=[CH:24][C:23]([C:26]([F:29])([F:28])[F:27])=[CH:22][C:21]=1[CH2:30][N:31]1[C@@H:35]([CH3:36])[C@@H:34]([C:37]2[CH:42]=[CH:41][N:40]=[C:39]([CH3:43])[CH:38]=2)[O:33][C:32]1=[O:44].[Li+].[OH-].Cl. Product: [CH3:1][O:2][C:3]1[CH:8]=[CH:7][C:6]([C:9]2[CH:14]=[CH:13][C:12]([C:15]([OH:17])=[O:16])=[CH:11][C:10]=2[CH3:19])=[CH:5][C:4]=1[C:20]1[CH:25]=[CH:24][C:23]([C:26]([F:28])([F:29])[F:27])=[CH:22][C:21]=1[CH2:30][N:31]1[C@@H:35]([CH3:36])[C@@H:34]([C:37]2[CH:42]=[CH:41][N:40]=[C:39]([CH3:43])[CH:38]=2)[O:33][C:32]1=[O:44]. The catalyst class is: 38. (2) Reactant: Br[C:2]1[S:3][CH:4]=[CH:5][C:6]=1[C:7]([O:9]C)=O.[NH2:11][C:12]1[CH:17]=[CH:16][CH:15]=[CH:14][C:13]=1B(O)O.C([O-])(=O)C.[Na+]. Product: [S:3]1[C:2]2[C:17]3[CH:16]=[CH:15][CH:14]=[CH:13][C:12]=3[NH:11][C:7](=[O:9])[C:6]=2[CH:5]=[CH:4]1. The catalyst class is: 151. (3) Reactant: [C:1]1([N:7]2[C:11]([C:12]3[CH:17]=[CH:16][CH:15]=[C:14]([CH2:18][CH2:19][CH3:20])[CH:13]=3)=[CH:10][C:9]([NH2:21])=[N:8]2)[CH:6]=[CH:5][CH:4]=[CH:3][CH:2]=1.[CH3:22][N:23]1[C@@H:27]([C:28](O)=[O:29])[CH2:26][NH:25][C:24]1=[O:31].C1C=CC2N(O)N=NC=2C=1.CCN=C=NCCCN(C)C.Cl.C(=O)([O-])O.[Na+]. Product: [C:1]1([N:7]2[C:11]([C:12]3[CH:17]=[CH:16][CH:15]=[C:14]([CH2:18][CH2:19][CH3:20])[CH:13]=3)=[CH:10][C:9]([NH:21][C:28]([C@H:27]3[CH2:26][NH:25][C:24](=[O:31])[N:23]3[CH3:22])=[O:29])=[N:8]2)[CH:6]=[CH:5][CH:4]=[CH:3][CH:2]=1. The catalyst class is: 35. (4) Reactant: [Br:1][C:2]1[C:10]2[C:5](=[CH:6][CH:7]=[CH:8][C:9]=2[N+:11]([O-:13])=[O:12])[NH:4][N:3]=1.C([O-])([O-])=O.[K+].[K+].Br[CH2:21][C:22]1[N:23]=[C:24]([CH3:27])[O:25][CH:26]=1. Product: [Br:1][C:2]1[C:10]2[C:5](=[CH:6][CH:7]=[CH:8][C:9]=2[N+:11]([O-:13])=[O:12])[N:4]([CH2:21][C:22]2[N:23]=[C:24]([CH3:27])[O:25][CH:26]=2)[N:3]=1. The catalyst class is: 18. (5) Reactant: [N:1]1[C:5]2[CH:6]=[CH:7][CH:8]=[CH:9][C:4]=2[NH:3][CH:2]=1.[H-].[Na+].Cl[CH2:13][C:14]([C:16]1[CH:21]=[CH:20][C:19]([Cl:22])=[CH:18][C:17]=1[Cl:23])=[O:15].O. Product: [N:1]1([CH2:13][C:14]([C:16]2[CH:21]=[CH:20][C:19]([Cl:22])=[CH:18][C:17]=2[Cl:23])=[O:15])[C:5]2[CH:6]=[CH:7][CH:8]=[CH:9][C:4]=2[N:3]=[CH:2]1. The catalyst class is: 3. (6) Reactant: [CH2:1]([N:3]1[C:12]2[C:7](=[CH:8][C:9]([O:24][CH2:25][C:26]3[CH:31]=[CH:30][C:29]([O:32][CH3:33])=[CH:28][CH:27]=3)=[C:10]([O:14][CH2:15][C:16]3[CH:21]=[CH:20][C:19]([O:22][CH3:23])=[CH:18][CH:17]=3)[C:11]=2[F:13])[C:6](=[O:34])[C:5]([C:35](O)=[O:36])=[CH:4]1)[CH3:2].ClC(OCC(C)C)=O.CC(C[AlH]CC(C)C)C. Product: [CH2:1]([N:3]1[C:12]2[C:7](=[CH:8][C:9]([O:24][CH2:25][C:26]3[CH:27]=[CH:28][C:29]([O:32][CH3:33])=[CH:30][CH:31]=3)=[C:10]([O:14][CH2:15][C:16]3[CH:17]=[CH:18][C:19]([O:22][CH3:23])=[CH:20][CH:21]=3)[C:11]=2[F:13])[C:6](=[O:34])[C:5]([CH2:35][OH:36])=[CH:4]1)[CH3:2]. The catalyst class is: 207. (7) Reactant: [Cl-:1].[CH:2]([O:15][C:16]([C:18]1([O:21]/[N:22]=[C:23](/[C:48]2[N:49]=[C:50]([NH:53][C:54]([O:56][C:57]([CH3:60])([CH3:59])[CH3:58])=[O:55])[S:51][CH:52]=2)\[C:24]([NH:26][C@@H:27]2[C:30](=[O:31])[NH:29][C@@H:28]2[CH2:32][N:33]2[N:37]=[C:36]([CH2:38][NH:39][CH2:40][C:41]3[CH:42]=[N+:43]([CH3:47])[CH:44]=[CH:45][CH:46]=3)[CH:35]=[N:34]2)=[O:25])[CH2:20][CH2:19]1)=[O:17])([C:9]1[CH:14]=[CH:13][CH:12]=[CH:11][CH:10]=1)[C:3]1[CH:8]=[CH:7][CH:6]=[CH:5][CH:4]=1.[C:61]([O-:64])(O)=[O:62].[Na+]. Product: [Cl-:1].[CH:2]([O:15][C:16]([C:18]1([O:21]/[N:22]=[C:23](/[C:48]2[N:49]=[C:50]([NH:53][C:54]([O:56][C:57]([CH3:60])([CH3:59])[CH3:58])=[O:55])[S:51][CH:52]=2)\[C:24]([NH:26][C@@H:27]2[C:30](=[O:31])[NH:29][C@@H:28]2[CH2:32][N:33]2[N:37]=[C:36]([CH2:38][N:39]([CH2:40][C:41]3[CH:42]=[N+:43]([CH3:47])[CH:44]=[CH:45][CH:46]=3)[C:61]([O:64][C:3]([CH3:8])([CH3:4])[CH3:2])=[O:62])[CH:35]=[N:34]2)=[O:25])[CH2:19][CH2:20]1)=[O:17])([C:9]1[CH:10]=[CH:11][CH:12]=[CH:13][CH:14]=1)[C:3]1[CH:4]=[CH:5][CH:6]=[CH:7][CH:8]=1. The catalyst class is: 2. (8) Reactant: FC(F)(F)C([NH:5][C:6]1[N:7]=[C:8]2[CH:13]=[N:12][CH:11]=[CH:10][N:9]2[CH:14]=1)=O. Product: [N:7]1[C:6]([NH2:5])=[CH:14][N:9]2[CH:10]=[CH:11][N:12]=[CH:13][C:8]=12. The catalyst class is: 547.